From a dataset of NCI-60 drug combinations with 297,098 pairs across 59 cell lines. Regression. Given two drug SMILES strings and cell line genomic features, predict the synergy score measuring deviation from expected non-interaction effect. (1) Drug 1: COC1=NC(=NC2=C1N=CN2C3C(C(C(O3)CO)O)O)N. Drug 2: C(CCl)NC(=O)N(CCCl)N=O. Cell line: SK-MEL-5. Synergy scores: CSS=-1.82, Synergy_ZIP=-0.789, Synergy_Bliss=0.451, Synergy_Loewe=-2.43, Synergy_HSA=-2.19. (2) Drug 1: CNC(=O)C1=CC=CC=C1SC2=CC3=C(C=C2)C(=NN3)C=CC4=CC=CC=N4. Drug 2: COC1=CC(=CC(=C1O)OC)C2C3C(COC3=O)C(C4=CC5=C(C=C24)OCO5)OC6C(C(C7C(O6)COC(O7)C8=CC=CS8)O)O. Cell line: UO-31. Synergy scores: CSS=12.5, Synergy_ZIP=-4.33, Synergy_Bliss=1.36, Synergy_Loewe=-2.32, Synergy_HSA=1.38. (3) Drug 1: CN(C)N=NC1=C(NC=N1)C(=O)N. Drug 2: COCCOC1=C(C=C2C(=C1)C(=NC=N2)NC3=CC=CC(=C3)C#C)OCCOC.Cl. Cell line: HCT116. Synergy scores: CSS=10.8, Synergy_ZIP=-2.35, Synergy_Bliss=3.51, Synergy_Loewe=3.85, Synergy_HSA=3.96. (4) Drug 1: C1CC(C1)(C(=O)O)C(=O)O.[NH2-].[NH2-].[Pt+2]. Drug 2: CN1C=C(C=N1)C2=C3N=C(C(=C(N3N=C2)N)Br)C4CCCNC4. Cell line: HCT116. Synergy scores: CSS=13.4, Synergy_ZIP=-2.06, Synergy_Bliss=2.26, Synergy_Loewe=-9.08, Synergy_HSA=2.89. (5) Drug 1: CC1=C(C(=CC=C1)Cl)NC(=O)C2=CN=C(S2)NC3=CC(=NC(=N3)C)N4CCN(CC4)CCO. Drug 2: B(C(CC(C)C)NC(=O)C(CC1=CC=CC=C1)NC(=O)C2=NC=CN=C2)(O)O. Cell line: A498. Synergy scores: CSS=36.5, Synergy_ZIP=-3.21, Synergy_Bliss=-1.93, Synergy_Loewe=-1.70, Synergy_HSA=-1.25.